From a dataset of Drug-target binding data from BindingDB using IC50 measurements. Regression. Given a target protein amino acid sequence and a drug SMILES string, predict the binding affinity score between them. We predict pIC50 (pIC50 = -log10(IC50 in M); higher means more potent). Dataset: bindingdb_ic50. (1) The drug is CS(=O)(=O)N1CCC(N(N)CC(=O)N2CSC[C@H]2C#N)CC1. The target protein (P22411) has sequence MKTPWKVLLGLLGIAALVTVITVPVVLLNKGTDDAAADSRRTYTLTDYLKSTFRVKFYTLQWISDHEYLYKQENNILLFNAEYGNSSIFLENSTFDELGYSTNDYSVSPDRQFILFEYNYVKQWRHSYTASYDIYDLNKRQLITEERIPNNTQWITWSPVGHKLAYVWNNDIYVKNEPNLSSQRITWTGKENVIYNGVTDWVYEEEVFSAYSALWWSPNGTFLAYAQFNDTEVPLIEYSFYSDESLQYPKTVRIPYPKAGAENPTVKFFVVDTRTLSPNASVTSYQIVPPASVLIGDHYLCGVTWVTEERISLQWIRRAQNYSIIDICDYDESTGRWISSVARQHIEISTTGWVGRFRPAEPHFTSDGNSFYKIISNEEGYKHICHFQTDKSNCTFITKGAWEVIGIEALTSDYLYYISNEHKGMPGGRNLYRIQLNDYTKVTCLSCELNPERCQYYSASFSNKAKYYQLRCFGPGLPLYTLHSSSSDKELRVLEDNSAL.... The pIC50 is 5.8. (2) The small molecule is CSCC[C@H](NC(=O)[C@@H](NC(=O)[C@H](CCCCNC(C)=O)NC(=O)[C@@H]1CSSC[C@H](NC(=O)[C@@H](NC(=O)[C@H](CC(=O)O)NC(=O)[C@H](Cc2ccccc2)NC(C)=O)C(C)C)C(=O)N[C@@H](CC(N)=O)C(=O)N[C@@H](Cc2c[nH]c3ccccc23)C(=O)N[C@@H](C(C)C)C(=O)N[C@@H]([C@@H](C)O)C(=O)N[C@@H](CCCCNC(=O)COCC(=O)Nc2ccc(CCC(=O)N3CCC3=O)cc2)C(=O)N2CCC[C@H]2C(=O)N[C@@H](Cc2cnc[nH]2)C(=O)N1)C(C)C)C(N)=O. The target protein (P49764) has sequence MLVMKLFTCFLQVLAGLAVHSQGALSAGNNSTEVEVVPFNEVWGRSYCRPMEKLVYILDEYPDEVSHIFSPSCVLLSRCSGCCGDEGLHCVPIKTANITMQILKIPPNRDPHFYVEMTFSQDVLCECRPILETTKAERRKTKGKRKRSRNSQTEEPHP. The pIC50 is 6.0. (3) The compound is Nc1ccccc1Oc1nc(Nc2ccc3c(c2)OCO3)ncc1Br. The target protein (O75385) has sequence MEPGRGGTETVGKFEFSRKDLIGHGAFAVVFKGRHREKHDLEVAVKCINKKNLAKSQTLLGKEIKILKELKHENIVALYDFQEMANSVYLVMEYCNGGDLADYLHAMRTLSEDTIRLFLQQIAGAMRLLHSKGIIHRDLKPQNILLSNPAGRRANPNSIRVKIADFGFARYLQSNMMAATLCGSPMYMAPEVIMSQHYDGKADLWSIGTIVYQCLTGKAPFQASSPQDLRLFYEKNKTLVPTIPRETSAPLRQLLLALLQRNHKDRMDFDEFFHHPFLDASPSVRKSPPVPVPSYPSSGSGSSSSSSSTSHLASPPSLGEMQQLQKTLASPADTAGFLHSSRDSGGSKDSSCDTDDFVMVPAQFPGDLVAEAPSAKPPPDSLMCSGSSLVASAGLESHGRTPSPSPPCSSSPSPSGRAGPFSSSRCGASVPIPVPTQVQNYQRIERNLQSPTQFQTPRSSAIRRSGSTSPLGFARASPSPPAHAEHGGVLARKMSLGGGR.... The pIC50 is 6.7. (4) The compound is O=c1cc(-c2ccccc2)oc2cc(O)cc(O)c12. The target protein (P0DP25,P0DP24,P0DP23) has sequence MADQLTEEQIAEFKEAFSLFDKDGDGTITTKELGTVMRSLGQNPTEAELQDMINEVDADGNGTIDFPEFLTMMARKMKDTDSEEEIREAFRVFDKDGNGYISAAELRHVMTNLGEKLTDEEVDEMIREADIDGDGQVNYEEFVQMMTAK. The pIC50 is 4.5. (5) The compound is COc1ccccc1C(C1C(=O)CC(C)(C)CC1=O)C1C(=O)CC(C)(C)CC1=O. The target protein (O75342) has sequence MATYKVRVATGTDLLSGTRDSISLTIVGTQGESHKQLLNHFGRDFATGAVGQYTVQCPQDLGELIIIRLHKERYAFFPKDPWYCNYVQICAPNGRIYHFPAYQWMDGYETLALREATGKTTADDSLPVLLEHRKEEIRAKQDFYHWRVFLPGLPSYVHIPSYRPPVRRHRNPNRPEWNGYIPGFPILINFKATKFLNLNLRYSFLKTASFFVRLGPMALAFKVRGLLDCKHSWKRLKDIRKIFPGKKSVVSEYVAEHWAEDTFFGYQYLNGVNPGLIRRCTRIPDKFPVTDDMVAPFLGEGTCLQAELEKGNIYLADYRIMEGIPTVELSGRKQHHCAPLCLLHFGPEGKMMPIAIQLSQTPGPDCPIFLPSDSEWDWLLAKTWVRYAEFYSHEAIAHLLETHLIAEAFCLALLRNLPMCHPLYKLLIPHTRYTVQINSIGRAVLLNEGGLSAKGMSLGVEGFAGVMVRALSELTYDSLYLPNDFVERGVQDLPGYYYRD.... The pIC50 is 3.7.